From a dataset of Catalyst prediction with 721,799 reactions and 888 catalyst types from USPTO. Predict which catalyst facilitates the given reaction. (1) Reactant: [N:12]1[C:13]2[C:8](=CC=[C:8]3[C:13]=2[N:12]=[CH:11][CH:10]=[CH:9]3)[CH:9]=[CH:10][CH:11]=1.C([O-])([O-])=O.[Cs+].[Cs+].IC1C=NC=CC=1.[CH:28]([OH:31])([CH3:30])[CH3:29]. Product: [CH:28]([O:31][C:8]1[CH:13]=[N:12][CH:11]=[CH:10][CH:9]=1)([CH3:30])[CH3:29]. The catalyst class is: 205. (2) The catalyst class is: 6. Product: [Cl:1][C:2]1[S:30][C:5]2[O:6][C:7]3[CH:28]=[C:27]([CH3:29])[CH:26]=[CH:25][C:8]=3[N:9]=[C:10]([N:11]3[CH2:12][CH2:13][N:14]([CH2:17][C:18]([CH3:24])([CH3:23])[C:19]([OH:21])=[O:20])[CH2:15][CH2:16]3)[C:4]=2[CH:3]=1. Reactant: [Cl:1][C:2]1[S:30][C:5]2[O:6][C:7]3[CH:28]=[C:27]([CH3:29])[CH:26]=[CH:25][C:8]=3[N:9]=[C:10]([N:11]3[CH2:16][CH2:15][N:14]([CH2:17][C:18]([CH3:24])([CH3:23])[C:19]([O:21]C)=[O:20])[CH2:13][CH2:12]3)[C:4]=2[CH:3]=1.C(O)(C)C.[OH-].[Na+].Cl. (3) Reactant: [Br:1]N1C(=O)CCC1=O.[CH3:9][C:10]1([CH3:28])[CH:14]([C:15]2[CH:20]=[CH:19][C:18]([CH3:21])=[CH:17][CH:16]=2)[C:13]2[C:22]([CH3:27])=[CH:23][C:24]([CH3:26])=[CH:25][C:12]=2[O:11]1. The catalyst class is: 10. Product: [Br:1][C:23]1[C:24]([CH3:26])=[CH:25][C:12]2[O:11][C:10]([CH3:28])([CH3:9])[CH:14]([C:15]3[CH:16]=[CH:17][C:18]([CH3:21])=[CH:19][CH:20]=3)[C:13]=2[C:22]=1[CH3:27]. (4) Reactant: [NH2:1][C:2]1[N:3]=[CH:4][C:5]2[C:10]([CH:11]=1)=[CH:9][CH:8]=[CH:7][CH:6]=2.[Br:12]N1C(=O)CCC1=O. Product: [Br:12][C:11]1[C:10]2[C:5](=[CH:6][CH:7]=[CH:8][CH:9]=2)[CH:4]=[N:3][C:2]=1[NH2:1]. The catalyst class is: 511. (5) Reactant: Cl/[C:2](=[N:8]\[NH:9][C:10]1[CH:15]=[C:14]([Cl:16])[CH:13]=[CH:12][C:11]=1[N+:17]([O-:19])=[O:18])/[C:3]([O:5][CH2:6][CH3:7])=[O:4].[NH3:20]. Product: [NH2:20]/[C:2](=[N:8]\[NH:9][C:10]1[CH:15]=[C:14]([Cl:16])[CH:13]=[CH:12][C:11]=1[N+:17]([O-:19])=[O:18])/[C:3]([O:5][CH2:6][CH3:7])=[O:4]. The catalyst class is: 1. (6) The catalyst class is: 15. Reactant: [Cl:1][C:2]1[C:3]([CH3:12])=[CH:4][C:5]([OH:11])=[C:6]([C:8](=[O:10])[CH3:9])[CH:7]=1.[I:13]N1C(=O)CCC1=O. Product: [Cl:1][C:2]1[C:3]([CH3:12])=[C:4]([I:13])[C:5]([OH:11])=[C:6]([C:8](=[O:10])[CH3:9])[CH:7]=1. (7) Reactant: FC(F)(F)C(O)=O.C(OC([N:15]1[CH2:24][CH2:23][C:22]2[C:17](=[CH:18][C:19]([O:25][C:26]3[CH:31]=[CH:30][C:29]([C:32](=[O:34])[NH2:33])=[CH:28][N:27]=3)=[CH:20][CH:21]=2)[CH2:16]1)=O)(C)(C)C. Product: [CH2:16]1[C:17]2[C:22](=[CH:21][CH:20]=[C:19]([O:25][C:26]3[CH:31]=[CH:30][C:29]([C:32]([NH2:33])=[O:34])=[CH:28][N:27]=3)[CH:18]=2)[CH2:23][CH2:24][NH:15]1. The catalyst class is: 4. (8) Reactant: [CH3:1][C:2]1[CH:7]=[C:6]([CH3:8])[CH:5]=[C:4]([CH3:9])[C:3]=1[CH2:10][C:11]#[N:12].Br[C:14]1[CH:19]=[CH:18][CH:17]=[CH:16][N:15]=1.CC(C)([O-])C.[K+].[NH4+].[Cl-]. Product: [N:15]1[CH:16]=[CH:17][CH:18]=[CH:19][C:14]=1[CH:10]([C:3]1[C:4]([CH3:9])=[CH:5][C:6]([CH3:8])=[CH:7][C:2]=1[CH3:1])[C:11]#[N:12]. The catalyst class is: 16. (9) Reactant: [SH:1][C:2]1[NH:3][C:4]2[CH:10]=[C:9]([NH:11][C:12](=[O:16])[C:13]([OH:15])=O)[CH:8]=[CH:7][C:5]=2[N:6]=1.[F:17][C:18]1[CH:30]=[CH:29][C:21]([CH2:22][CH:23]2[CH2:28][CH2:27][NH:26][CH2:25][CH2:24]2)=[CH:20][CH:19]=1. Product: [F:17][C:18]1[CH:19]=[CH:20][C:21]([CH2:22][CH:23]2[CH2:24][CH2:25][N:26]([C:13](=[O:15])[C:12]([NH:11][C:9]3[CH:8]=[CH:7][C:5]4[N:6]=[C:2]([SH:1])[NH:3][C:4]=4[CH:10]=3)=[O:16])[CH2:27][CH2:28]2)=[CH:29][CH:30]=1. The catalyst class is: 27.